From a dataset of Aqueous solubility values for 9,982 compounds from the AqSolDB database. Regression/Classification. Given a drug SMILES string, predict its absorption, distribution, metabolism, or excretion properties. Task type varies by dataset: regression for continuous measurements (e.g., permeability, clearance, half-life) or binary classification for categorical outcomes (e.g., BBB penetration, CYP inhibition). For this dataset (solubility_aqsoldb), we predict Y. (1) The molecule is CCCCC(CC)CC(CC)(CC)C(=O)NO. The Y is -3.35 log mol/L. (2) The drug is O=c1[nH]c2ccccc2c(=O)n1CCCl. The Y is -3.57 log mol/L. (3) The drug is Cc1cc(=O)[nH]c(=O)[nH]1. The Y is -1.26 log mol/L. (4) The drug is CCC#N. The Y is 0.272 log mol/L. (5) The molecule is ClCC(Cl)(Cl)CCl. The Y is -2.58 log mol/L. (6) The molecule is CCC(=O)N(c1ccccc1)C1CCN(Cc2ccccc2)CC1. The Y is -3.42 log mol/L. (7) The molecule is CCOCC. The Y is -0.0889 log mol/L. (8) The drug is CCN(CC)C(=O)c1cc(N2CC2)c([N+](=O)[O-])cc1[N+](=O)[O-]. The Y is -2.59 log mol/L.